From a dataset of Peptide-MHC class I binding affinity with 185,985 pairs from IEDB/IMGT. Regression. Given a peptide amino acid sequence and an MHC pseudo amino acid sequence, predict their binding affinity value. This is MHC class I binding data. (1) The peptide sequence is AMYAPYGPF. The MHC is HLA-B35:01 with pseudo-sequence HLA-B35:01. The binding affinity (normalized) is 0.303. (2) The peptide sequence is RLFYTFFSY. The MHC is HLA-B35:01 with pseudo-sequence HLA-B35:01. The binding affinity (normalized) is 0.0261. (3) The peptide sequence is LPTWLGAAI. The MHC is HLA-B08:02 with pseudo-sequence HLA-B08:02. The binding affinity (normalized) is 0.0847. (4) The binding affinity (normalized) is 0.132. The MHC is Mamu-A01 with pseudo-sequence Mamu-A01. The peptide sequence is TSLPKCWL. (5) The MHC is HLA-B57:01 with pseudo-sequence HLA-B57:01. The binding affinity (normalized) is 0.0903. The peptide sequence is RRIYDLIEL. (6) The peptide sequence is GIRPSSSQI. The MHC is HLA-A02:01 with pseudo-sequence HLA-A02:01. The binding affinity (normalized) is 0.